Dataset: Forward reaction prediction with 1.9M reactions from USPTO patents (1976-2016). Task: Predict the product of the given reaction. (1) Given the reactants Br[Zn][CH2:3][C:4]([O:6][CH2:7][CH3:8])=[O:5].[C:9]1([CH3:17])[CH:14]=[CH:13][C:12]([C:15]#N)=[CH:11][CH:10]=1.Cl.C(OCC)(=[O:21])C, predict the reaction product. The product is: [CH3:17][C:9]1[CH:14]=[CH:13][C:12]([C:15](=[O:21])[CH2:3][C:4]([O:6][CH2:7][CH3:8])=[O:5])=[CH:11][CH:10]=1. (2) Given the reactants [CH2:1]([O:8][C:9]([N:11]1[CH2:15][CH:14]([O:16][C:17](OC2C=CC([N+]([O-])=O)=CC=2)=[O:18])[CH2:13][N:12]1[C:29](=[O:38])[CH2:30][C:31]1[CH:36]=[CH:35][C:34]([F:37])=[CH:33][CH:32]=1)=[O:10])[C:2]1[CH:7]=[CH:6][CH:5]=[CH:4][CH:3]=1.[NH:39]1[CH2:44][CH2:43][O:42][CH2:41][CH2:40]1, predict the reaction product. The product is: [CH2:1]([O:8][C:9]([N:11]1[CH2:15][CH:14]([O:16][C:17]([N:39]2[CH2:44][CH2:43][O:42][CH2:41][CH2:40]2)=[O:18])[CH2:13][N:12]1[C:29](=[O:38])[CH2:30][C:31]1[CH:36]=[CH:35][C:34]([F:37])=[CH:33][CH:32]=1)=[O:10])[C:2]1[CH:7]=[CH:6][CH:5]=[CH:4][CH:3]=1. (3) Given the reactants [I:1][C:2]1[CH:7]=[CH:6][C:5](/[CH:8]=[C:9](\[CH3:12])/[CH2:10]O)=[CH:4][CH:3]=1.S(Cl)([Cl:15])=O, predict the reaction product. The product is: [Cl:15][CH2:10]/[C:9](/[CH3:12])=[CH:8]/[C:5]1[CH:6]=[CH:7][C:2]([I:1])=[CH:3][CH:4]=1. (4) Given the reactants Cl[C:2]1[CH:11]=[CH:10][C:9]2[C:8]([C:12]([NH:14][CH2:15][CH:16]3[CH2:21][CH2:20][CH2:19][CH2:18][CH2:17]3)=[O:13])=[C:7]([Cl:22])[CH:6]=[CH:5][C:4]=2[N:3]=1.[N:23]1([CH2:29][C:30]([O:32][CH2:33][CH3:34])=[O:31])[CH2:28][CH2:27][NH:26][CH2:25][CH2:24]1, predict the reaction product. The product is: [Cl:22][C:7]1[C:8]([C:12]([NH:14][CH2:15][CH:16]2[CH2:21][CH2:20][CH2:19][CH2:18][CH2:17]2)=[O:13])=[C:9]2[C:4](=[CH:5][CH:6]=1)[N:3]=[C:2]([N:26]1[CH2:25][CH2:24][N:23]([CH2:29][C:30]([O:32][CH2:33][CH3:34])=[O:31])[CH2:28][CH2:27]1)[CH:11]=[CH:10]2. (5) Given the reactants [NH2:1][CH2:2][C:3]([O:5][C:6]([CH3:9])([CH3:8])[CH3:7])=[O:4].[C:10]([C:18]1[CH:23]=[CH:22][CH:21]=[CH:20][CH:19]=1)(=O)[C:11]1[CH:16]=[CH:15][CH:14]=[CH:13][CH:12]=1.CC1C=CC(S(O)(=O)=O)=CC=1, predict the reaction product. The product is: [C:11]1([C:10](=[N:1][CH2:2][C:3]([O:5][C:6]([CH3:9])([CH3:8])[CH3:7])=[O:4])[C:18]2[CH:19]=[CH:20][CH:21]=[CH:22][CH:23]=2)[CH:16]=[CH:15][CH:14]=[CH:13][CH:12]=1. (6) Given the reactants [C:1]([O:4][C@H:5]1[CH2:22][CH2:21][C@@:20]2([CH3:23])[C:7](=[CH:8][CH2:9][C@@H:10]3[C@@H:19]2[CH2:18][CH2:17][C@@:15]2([CH3:16])[C@H:11]3[CH2:12][C:13](C=O)=[C:14]2[N:24]2[C:28]3[CH:29]=[CH:30][CH:31]=[CH:32][C:27]=3[N:26]=[C:25]2[Cl:33])[CH2:6]1)(=[O:3])[CH3:2], predict the reaction product. The product is: [C:1]([O:4][C@H:5]1[CH2:22][CH2:21][C@@:20]2([CH3:23])[C:7](=[CH:8][CH2:9][C@@H:10]3[C@@H:19]2[CH2:18][CH2:17][C@@:15]2([CH3:16])[C@H:11]3[CH2:12][CH:13]=[C:14]2[N:24]2[C:28]3[CH:29]=[CH:30][CH:31]=[CH:32][C:27]=3[N:26]=[C:25]2[Cl:33])[CH2:6]1)(=[O:3])[CH3:2]. (7) Given the reactants [Cl:1][C:2]1[CH:27]=[C:26]([O:28][CH2:29][C:30]([F:33])([F:32])[F:31])[CH:25]=[CH:24][C:3]=1[O:4][CH2:5][CH2:6][CH2:7][O:8][C:9]1[CH:18]=[C:17]2[C:12]([CH2:13][CH2:14][CH:15]([C:19]([O:21]CC)=[O:20])[O:16]2)=[CH:11][CH:10]=1.I[CH3:35], predict the reaction product. The product is: [Cl:1][C:2]1[CH:27]=[C:26]([O:28][CH2:29][C:30]([F:31])([F:33])[F:32])[CH:25]=[CH:24][C:3]=1[O:4][CH2:5][CH2:6][CH2:7][O:8][C:9]1[CH:18]=[C:17]2[C:12]([CH2:13][CH2:14][C:15]([CH3:35])([C:19]([OH:21])=[O:20])[O:16]2)=[CH:11][CH:10]=1. (8) The product is: [CH3:23][O:22][C:3]1[CH:4]=[C:5]([C:8]([C:10]2[N:18]3[C:13]([CH:14]=[CH:15][CH:16]=[CH:17]3)=[C:12]([O:19][CH3:20])[C:11]=2[CH3:21])=[O:9])[CH:6]=[CH:7][C:2]=1[NH:1][C:25](=[O:26])[O:27][CH2:28][CH3:29]. Given the reactants [NH2:1][C:2]1[CH:7]=[CH:6][C:5]([C:8]([C:10]2[N:18]3[C:13]([CH:14]=[CH:15][CH:16]=[CH:17]3)=[C:12]([O:19][CH3:20])[C:11]=2[CH3:21])=[O:9])=[CH:4][C:3]=1[O:22][CH3:23].Cl[C:25]([O:27][CH2:28][CH3:29])=[O:26], predict the reaction product.